From a dataset of NCI-60 drug combinations with 297,098 pairs across 59 cell lines. Regression. Given two drug SMILES strings and cell line genomic features, predict the synergy score measuring deviation from expected non-interaction effect. (1) Drug 1: C1=CC=C(C=C1)NC(=O)CCCCCCC(=O)NO. Cell line: SR. Synergy scores: CSS=27.0, Synergy_ZIP=0.959, Synergy_Bliss=2.93, Synergy_Loewe=-25.9, Synergy_HSA=1.82. Drug 2: C1C(C(OC1N2C=NC3=C2NC=NCC3O)CO)O. (2) Drug 1: CC1=C(C=C(C=C1)NC2=NC=CC(=N2)N(C)C3=CC4=NN(C(=C4C=C3)C)C)S(=O)(=O)N.Cl. Drug 2: CC1=C(C(CCC1)(C)C)C=CC(=CC=CC(=CC(=O)O)C)C. Cell line: PC-3. Synergy scores: CSS=4.37, Synergy_ZIP=-1.46, Synergy_Bliss=0.217, Synergy_Loewe=2.27, Synergy_HSA=1.25. (3) Drug 1: CC1=C2C(C(=O)C3(C(CC4C(C3C(C(C2(C)C)(CC1OC(=O)C(C(C5=CC=CC=C5)NC(=O)OC(C)(C)C)O)O)OC(=O)C6=CC=CC=C6)(CO4)OC(=O)C)O)C)O. Drug 2: CCC1(C2=C(COC1=O)C(=O)N3CC4=CC5=C(C=CC(=C5CN(C)C)O)N=C4C3=C2)O.Cl. Cell line: CAKI-1. Synergy scores: CSS=38.4, Synergy_ZIP=-8.22, Synergy_Bliss=-6.94, Synergy_Loewe=-11.9, Synergy_HSA=-4.53.